Dataset: Ames mutagenicity test results for genotoxicity prediction. Task: Regression/Classification. Given a drug SMILES string, predict its toxicity properties. Task type varies by dataset: regression for continuous values (e.g., LD50, hERG inhibition percentage) or binary classification for toxic/non-toxic outcomes (e.g., AMES mutagenicity, cardiotoxicity, hepatotoxicity). Dataset: ames. (1) The molecule is O=[N+]([O-])c1ccc2cccc3c2c1-c1ccccc1-3. The result is 1 (mutagenic). (2) The compound is CCCCCCCCCCC1CO1. The result is 0 (non-mutagenic). (3) The compound is COc1ccc([C@H]2O[C@@H]2C(=O)c2ccccc2)cc1. The result is 1 (mutagenic). (4) The result is 1 (mutagenic). The drug is CC(=O)ON(OCc1ccc(-c2ccccc2)cc1)C(=O)c1ccccc1. (5) The compound is Nc1ccc2c(c1)-c1cccc3cccc-2c13. The result is 1 (mutagenic). (6) The drug is COC(=O)C1=C(C)C(C(C)C)OC1=O. The result is 1 (mutagenic).